This data is from Retrosynthesis with 50K atom-mapped reactions and 10 reaction types from USPTO. The task is: Predict the reactants needed to synthesize the given product. (1) Given the product CC(O)CNC(=O)/C=C/c1ccccc1Sc1ccc(Cl)cc1, predict the reactants needed to synthesize it. The reactants are: CC(O)CN.O=C(O)C=Cc1ccccc1Sc1ccc(Cl)cc1. (2) Given the product C[C@H]1CC(c2ccncc2[N+](=O)[O-])=C[C@@H](O[Si](C)(C)C(C)(C)C)[C@@]12CO2, predict the reactants needed to synthesize it. The reactants are: C[C@H]1CC(c2ccncc2[N+](=O)[O-])=C[C@@H](O[Si](C)(C)C(C)(C)C)[C@@]1(O)CBr. (3) Given the product CCOc1ccc(Cc2nc3cc(C(C)O)ccc3n2CC2CC2)cc1, predict the reactants needed to synthesize it. The reactants are: CCOc1ccc(Cc2nc3cc(C=O)ccc3n2CC2CC2)cc1.C[Mg+]. (4) Given the product CC(C)(C)OC(=O)Nc1cc(N2CCC(OCCOC3CCCCO3)CC2)c(-c2ccc(F)cc2)cc1N, predict the reactants needed to synthesize it. The reactants are: CC(C)(C)OC(=O)Nc1cc(N2CCC(OCCOC3CCCCO3)CC2)c(-c2ccc(F)cc2)cc1[N+](=O)[O-].